This data is from Full USPTO retrosynthesis dataset with 1.9M reactions from patents (1976-2016). The task is: Predict the reactants needed to synthesize the given product. (1) Given the product [CH3:26][N:23]1[CH2:24][CH2:25][C:14]2=[C:13]([C:2]([C:3]3[CH:12]=[CH:11][C:6]([C:7]([O:9][CH3:10])=[O:8])=[CH:5][CH:4]=3)=[O:1])[C:21]3[C:16]([N:15]2[CH2:22]1)=[CH:17][CH:18]=[CH:19][CH:20]=3, predict the reactants needed to synthesize it. The reactants are: [OH:1][CH:2]([C:13]1[C:21]2[C:16](=[CH:17][CH:18]=[CH:19][CH:20]=2)[N:15]2[CH2:22][N:23]([CH3:26])[CH2:24][CH2:25][C:14]=12)[C:3]1[CH:12]=[CH:11][C:6]([C:7]([O:9][CH3:10])=[O:8])=[CH:5][CH:4]=1.CC(OI1(OC(C)=O)(OC(C)=O)OC(=O)C2C=CC=CC1=2)=O. (2) The reactants are: [NH2:1][C@@H:2]([CH2:12][O:13][CH2:14][O:15][CH3:16])[CH2:3][CH2:4][C:5]([O:7][C:8]([CH3:11])([CH3:10])[CH3:9])=[O:6].C(N(C(C)C)CC)(C)C.Br[CH2:27][C:28]([O:30][CH3:31])=[O:29].Cl[C:33]([O:35][CH2:36][CH:37]=[CH2:38])=[O:34]. Given the product [CH2:36]([O:35][C:33]([N:1]([CH2:27][C:28]([O:30][CH3:31])=[O:29])[C@@H:2]([CH2:12][O:13][CH2:14][O:15][CH3:16])[CH2:3][CH2:4][C:5]([O:7][C:8]([CH3:11])([CH3:10])[CH3:9])=[O:6])=[O:34])[CH:37]=[CH2:38], predict the reactants needed to synthesize it.